Dataset: Forward reaction prediction with 1.9M reactions from USPTO patents (1976-2016). Task: Predict the product of the given reaction. (1) Given the reactants COCCCO[N:7]1[C:15]2[C:10](=[CH:11][CH:12]=[C:13]([CH:16]([NH:18][CH:19]3[CH2:21][CH2:20]3)[CH3:17])[CH:14]=2)[C:9]([CH3:22])=[N:8]1.[C:23]([O:27][C:28]([N:30]1[CH2:35][CH2:34][O:33][CH:32]([C:36]([OH:38])=O)[CH2:31]1)=[O:29])([CH3:26])([CH3:25])[CH3:24].ON1[C:44]2C=CC=[CH:48][C:43]=2N=N1.Cl.C(N=C=N[CH2:55][CH2:56][CH2:57]N(C)C)C.CN(C)[CH:63]=[O:64], predict the reaction product. The product is: [CH:19]1([N:18]([C@@H:16]([C:13]2[CH:14]=[C:15]3[C:10]([C:9]([CH3:22])=[N:8][N:7]3[CH2:44][CH2:43][CH2:48][O:64][CH3:63])=[CH:11][CH:12]=2)[CH3:17])[C:36]([C@@H:32]2[O:33][CH2:34][CH2:35][N:30]([C:28]([O:27][C:23]([CH3:24])([CH3:25])[CH3:26])=[O:29])[CH2:31]2)=[O:38])[CH2:20][CH2:21]1.[CH:19]1([N:18]([C@H:16]([C:13]2[CH:14]=[C:15]3[C:10]([C:9]([CH3:22])=[N:8][N:7]3[CH2:55][CH2:56][CH2:57][O:64][CH3:63])=[CH:11][CH:12]=2)[CH3:17])[C:36]([C@@H:32]2[O:33][CH2:34][CH2:35][N:30]([C:28]([O:27][C:23]([CH3:24])([CH3:25])[CH3:26])=[O:29])[CH2:31]2)=[O:38])[CH2:20][CH2:21]1. (2) Given the reactants [NH2:1][C:2]1[CH:7]=[CH:6][C:5]([N:8]2[CH2:13][CH2:12][O:11][CH2:10][C:9]2=[O:14])=[CH:4][CH:3]=1.[C:15]([C:17]1[CH:22]=[CH:21][C:20]([NH:23][C:24]([C:26]2[C:27]([C:32](O)=[O:33])=[N:28][CH:29]=[CH:30][N:31]=2)=[O:25])=[CH:19][CH:18]=1)#[N:16], predict the reaction product. The product is: [C:15]([C:17]1[CH:22]=[CH:21][C:20]([NH:23][C:24]([C:26]2[C:27]([C:32]([NH:1][C:2]3[CH:3]=[CH:4][C:5]([N:8]4[CH2:13][CH2:12][O:11][CH2:10][C:9]4=[O:14])=[CH:6][CH:7]=3)=[O:33])=[N:28][CH:29]=[CH:30][N:31]=2)=[O:25])=[CH:19][CH:18]=1)#[N:16]. (3) Given the reactants C1(P(C2CCCCC2)C2CCCCC2)CCCCC1.Br[C:21]1[C:29]2[S:28][N:27]=[CH:26][C:25]=2[CH:24]=[C:23]([F:30])[CH:22]=1.[CH3:31][C:32]1([CH3:48])[C:36]([CH3:38])([CH3:37])[O:35][B:34]([B:34]2[O:35][C:36]([CH3:38])([CH3:37])[C:32]([CH3:48])([CH3:31])[O:33]2)[O:33]1.C([O-])(=O)C.[K+], predict the reaction product. The product is: [F:30][C:23]1[CH:22]=[C:21]([B:34]2[O:35][C:36]([CH3:38])([CH3:37])[C:32]([CH3:48])([CH3:31])[O:33]2)[C:29]2[S:28][N:27]=[CH:26][C:25]=2[CH:24]=1. (4) The product is: [Cl:15][C:16]1[CH:17]=[CH:18][C:19]([C:22]2[CH:23]=[CH:24][C:25]([C:28]#[C:29][C:30]3[CH:35]=[CH:34][C:33](/[CH:36]=[CH:37]/[CH2:38][N:39]([CH:40]4[CH2:41][CH2:42][CH2:43][CH2:44]4)[CH2:2][CH2:3][CH2:4][OH:5])=[CH:32][CH:31]=3)=[N:26][CH:27]=2)=[CH:20][CH:21]=1. Given the reactants Br[CH2:2][CH2:3][CH2:4][OH:5].C(N(C(C)C)C(C)C)C.[Cl:15][C:16]1[CH:21]=[CH:20][C:19]([C:22]2[CH:23]=[CH:24][C:25]([C:28]#[C:29][C:30]3[CH:35]=[CH:34][C:33](/[CH:36]=[CH:37]/[CH2:38][NH:39][CH:40]4[CH2:44][CH2:43][CH2:42][CH2:41]4)=[CH:32][CH:31]=3)=[N:26][CH:27]=2)=[CH:18][CH:17]=1.C(=O)(O)[O-].[Na+], predict the reaction product. (5) Given the reactants [CH2:1]([O:3][P:4]([CH2:9][O:10][CH2:11][C:12]([CH2:14]Cl)=[CH2:13])(=[O:8])[O:5][CH2:6][CH3:7])[CH3:2].[Cl:16][C:17]1[N:25]=[C:24]([NH2:26])[N:23]=[C:22]2[C:18]=1[NH:19][CH:20]=[N:21]2.C(=O)([O-])[O-].[K+].[K+], predict the reaction product. The product is: [CH2:6]([O:5][P:4]([CH2:9][O:10][CH2:11][C:12](=[CH2:13])[CH2:14][N:21]1[CH:20]=[N:19][C:18]2[C:22]1=[N:23][C:24]([NH2:26])=[N:25][C:17]=2[Cl:16])([O:3][CH2:1][CH3:2])=[O:8])[CH3:7]. (6) Given the reactants [C:1]([C:3]1[CH:15]=[CH:14][C:6]2[O:7][CH2:8][C:9]([CH3:13])([CH3:12])[CH2:10][O:11][C:5]=2[CH:4]=1)#[CH:2].[CH2:16]([O:18][C:19]([C:21]1[CH:26]=[CH:25][C:24](Br)=[CH:23][N:22]=1)=[O:20])[CH3:17], predict the reaction product. The product is: [CH2:16]([O:18][C:19]([C:21]1[CH:26]=[CH:25][C:24]([C:2]#[C:1][C:3]2[CH:15]=[CH:14][C:6]3[O:7][CH2:8][C:9]([CH3:12])([CH3:13])[CH2:10][O:11][C:5]=3[CH:4]=2)=[CH:23][N:22]=1)=[O:20])[CH3:17].